Dataset: CYP2C19 inhibition data for predicting drug metabolism from PubChem BioAssay. Task: Regression/Classification. Given a drug SMILES string, predict its absorption, distribution, metabolism, or excretion properties. Task type varies by dataset: regression for continuous measurements (e.g., permeability, clearance, half-life) or binary classification for categorical outcomes (e.g., BBB penetration, CYP inhibition). Dataset: cyp2c19_veith. (1) The molecule is COc1ccc(N2C(N)=NC(N)=NC2(C)C)cc1.Cl. The result is 0 (non-inhibitor). (2) The compound is O=C1C2=CC[C@H]3C(=O)N(Cc4ccc5c(c4)OCO5)C(=O)[C@@H]3[C@@H]2[C@H](O)[C@@H]2O[C@H]12. The result is 0 (non-inhibitor). (3) The result is 0 (non-inhibitor). The molecule is O=C(COc1ccc(Cl)cc1)Nc1ccc(N2CCN(C(=O)c3ccco3)CC2)cc1. (4) The molecule is O=C(Nc1ccccc1)N1CCC2(CC1)CCN(C(=O)c1cnccn1)CC2. The result is 0 (non-inhibitor).